The task is: Predict the reaction yield, written as a fraction of the theoretical maximum amount of product (1.0 means a 100% yield; for example, 0.34 means a 34% yield).. This data is from Reaction yield outcomes from USPTO patents with 853,638 reactions. (1) The reactants are Br[C:2]1[CH:7]=[CH:6][C:5]([O:8][CH3:9])=[C:4]([N+:10]([O-:12])=[O:11])[CH:3]=1.[NH:13]1[CH2:18][CH2:17][O:16][CH2:15][CH2:14]1.P([O-])([O-])([O-])=O.[K+].[K+].[K+]. The catalyst is C(COC)OC.C(OCC)(=O)C.C([O-])(=O)C.[Pd+2].C([O-])(=O)C. The product is [CH3:9][O:8][C:5]1[CH:6]=[CH:7][C:2]([N:13]2[CH2:18][CH2:17][O:16][CH2:15][CH2:14]2)=[CH:3][C:4]=1[N+:10]([O-:12])=[O:11]. The yield is 0.690. (2) The reactants are [CH2:1]([O:3][P:4]([C:9](Br)([F:11])[F:10])(=[O:8])[O:5][CH2:6][CH3:7])[CH3:2].[Br:13][C:14]1[CH:19]=[C:18]([CH3:20])[CH:17]=[CH:16][C:15]=1I.O. The catalyst is CN(C)C(=O)C.[Zn].[Cu]Br. The product is [CH2:1]([O:3][P:4]([C:9]([C:15]1[CH:16]=[CH:17][C:18]([CH3:20])=[CH:19][C:14]=1[Br:13])([F:11])[F:10])(=[O:8])[O:5][CH2:6][CH3:7])[CH3:2]. The yield is 0.820. (3) The catalyst is C(Cl)Cl.C1(P([C-]2C=CC=C2)C2C=CC=CC=2)C=CC=CC=1.[C-]1(P(C2C=CC=CC=2)C2C=CC=CC=2)C=CC=C1.[Fe+2].[Pd](Cl)Cl.O. The reactants are Br[C:2]1[CH:26]=[CH:25][C:5]([CH2:6][N:7]2[CH2:12][CH2:11][N:10]([C:13]([O:15][CH:16]([C:21]([F:24])([F:23])[F:22])[C:17]([F:20])([F:19])[F:18])=[O:14])[CH2:9][CH2:8]2)=[C:4]([N:27]2[CH2:32][CH2:31][O:30][CH2:29][CH2:28]2)[CH:3]=1.[C:33]1(B(O)O)[CH:38]=[CH:37][CH:36]=[CH:35][CH:34]=1.C([O-])([O-])=O.[K+].[K+].C1COCC1. The product is [O:30]1[CH2:31][CH2:32][N:27]([C:4]2[CH:3]=[C:2]([C:33]3[CH:38]=[CH:37][CH:36]=[CH:35][CH:34]=3)[CH:26]=[CH:25][C:5]=2[CH2:6][N:7]2[CH2:12][CH2:11][N:10]([C:13]([O:15][CH:16]([C:21]([F:24])([F:23])[F:22])[C:17]([F:20])([F:19])[F:18])=[O:14])[CH2:9][CH2:8]2)[CH2:28][CH2:29]1. The yield is 0.600. (4) The reactants are Cl[C:2]1[CH:11]=[CH:10][C:9]([O:12][CH3:13])=[C:8]2[C:3]=1[CH:4]=[CH:5][CH:6]=[N:7]2.[O:14]1[C:18]2[CH:19]=[CH:20][CH:21]=[CH:22][C:17]=2[CH:16]=[C:15]1B(O)O.[F-].[K+].C(P(C(C)(C)C)C1C=CC=CC=1C1C=CC=CC=1)(C)(C)C. The catalyst is C1COCC1.CCOC(C)=O.CC([O-])=O.CC([O-])=O.[Pd+2]. The product is [O:14]1[C:18]2[CH:19]=[CH:20][CH:21]=[CH:22][C:17]=2[CH:16]=[C:15]1[C:2]1[CH:11]=[CH:10][C:9]([O:12][CH3:13])=[C:8]2[C:3]=1[CH:4]=[CH:5][CH:6]=[N:7]2. The yield is 0.620. (5) The yield is 0.730. The reactants are [O:1]=[C:2]1[CH:7]=[C:6]([CH2:8][CH2:9][C:10]2[CH:15]=[CH:14][CH:13]=[CH:12][CH:11]=2)[CH:5]=[CH:4][N:3]1[C:16]1[CH:21]=[CH:20][C:19]2[C:22]3[CH2:27][CH2:26][N:25](C(OC(C)(C)C)=O)[CH2:24][C:23]=3[S:35][C:18]=2[CH:17]=1.[ClH:36]. The product is [ClH:36].[CH2:8]([C:6]1[CH:5]=[CH:4][N:3]([C:16]2[CH:21]=[CH:20][C:19]3[C:22]4[CH2:27][CH2:26][NH:25][CH2:24][C:23]=4[S:35][C:18]=3[CH:17]=2)[C:2](=[O:1])[CH:7]=1)[CH2:9][C:10]1[CH:15]=[CH:14][CH:13]=[CH:12][CH:11]=1. No catalyst specified. (6) The reactants are [C:1]([C:5]1[C:10]([F:11])=[C:9]([F:12])[C:8]([C:24]2[S:25][CH:26]=[CH:27][CH:28]=2)([C:13]2[C:18]([F:19])=[C:17]([F:20])[C:16]([F:21])=[C:15]([F:22])[C:14]=2[F:23])[CH:7]([F:29])[C:6]=1[F:30])(C)(C)[CH3:2].C[OH:32]. The catalyst is C(Cl)(Cl)Cl.O.Cl([O-])(=O)(=O)=O.[Hg+2].Cl([O-])(=O)(=O)=O.[Hg]. The product is [C:1]([C:5]1[C:10]([F:11])=[C:9]([F:12])[C:8]([C:24]2[S:25][CH:26]=[CH:27][CH:28]=2)([C:13]2[C:18]([F:19])=[C:17]([F:20])[C:16]([F:21])=[C:15]([F:22])[C:14]=2[F:23])[CH:7]([F:29])[C:6]=1[F:30])(=[O:32])[CH3:2]. The yield is 0.640. (7) The reactants are [F:1][C:2]1[CH:38]=[CH:37][CH:36]=[C:35]([F:39])[C:3]=1[C:4]([NH:6][C:7]1[C:8]([C:21]2[NH:22][C:23]([C:28]3[CH:33]=[CH:32][C:31]([F:34])=[CH:30][CH:29]=3)=[C:24]([CH:26]=O)[N:25]=2)=[N:9][N:10]([CH2:12][C:13]2[CH:18]=[CH:17][C:16]([O:19][CH3:20])=[CH:15][CH:14]=2)[CH:11]=1)=[O:5].C(O[BH-](OC(=O)C)OC(=O)C)(=O)C.[Na+].C(O)(=O)C.[NH:58]1[CH2:63][CH2:62][O:61][CH2:60][CH2:59]1. The catalyst is ClCCl. The product is [F:1][C:2]1[CH:38]=[CH:37][CH:36]=[C:35]([F:39])[C:3]=1[C:4]([NH:6][C:7]1[C:8]([C:21]2[NH:22][C:23]([C:28]3[CH:33]=[CH:32][C:31]([F:34])=[CH:30][CH:29]=3)=[C:24]([CH2:26][N:58]3[CH2:63][CH2:62][O:61][CH2:60][CH2:59]3)[N:25]=2)=[N:9][N:10]([CH2:12][C:13]2[CH:14]=[CH:15][C:16]([O:19][CH3:20])=[CH:17][CH:18]=2)[CH:11]=1)=[O:5]. The yield is 0.470.